From a dataset of Forward reaction prediction with 1.9M reactions from USPTO patents (1976-2016). Predict the product of the given reaction. (1) Given the reactants [CH:1](=O)[CH3:2].C(O)(=O)C.[NH:8]1[CH2:11][CH:10]([S:12][C:13]2[CH:18]=[CH:17][C:16](/[C:19](/[C:26]3[N:31]=[C:30]([O:32][CH3:33])[C:29]([CH3:34])=[CH:28][CH:27]=3)=[CH:20]\[CH:21]3[CH2:25][CH2:24][CH2:23][CH2:22]3)=[CH:15][CH:14]=2)[CH2:9]1.C(O[BH-](OC(=O)C)OC(=O)C)(=O)C.[Na+], predict the reaction product. The product is: [CH:21]1(/[CH:20]=[C:19](/[C:26]2[N:31]=[C:30]([O:32][CH3:33])[C:29]([CH3:34])=[CH:28][CH:27]=2)\[C:16]2[CH:15]=[CH:14][C:13]([S:12][CH:10]3[CH2:11][N:8]([CH2:1][CH3:2])[CH2:9]3)=[CH:18][CH:17]=2)[CH2:22][CH2:23][CH2:24][CH2:25]1. (2) Given the reactants [C:1]1([C:25]2[CH:30]=[CH:29][CH:28]=[CH:27][CH:26]=2)[CH:6]=[CH:5][C:4]([CH2:7][CH:8]([NH:17]C(OC(C)(C)C)=O)[CH2:9][C:10]([O:12][C:13]([CH3:16])([CH3:15])[CH3:14])=[O:11])=[CH:3][CH:2]=1.[ClH:31].O1CCOCC1, predict the reaction product. The product is: [ClH:31].[C:13]([O:12][C:10](=[O:11])[CH2:9][CH:8]([NH2:17])[CH2:7][C:4]1[CH:3]=[CH:2][C:1]([C:25]2[CH:26]=[CH:27][CH:28]=[CH:29][CH:30]=2)=[CH:6][CH:5]=1)([CH3:16])([CH3:14])[CH3:15].